From a dataset of Forward reaction prediction with 1.9M reactions from USPTO patents (1976-2016). Predict the product of the given reaction. (1) Given the reactants C(N1CCN(C2N=C(Br)C=C3C=CSC=23)CC1)C.[CH2:19]([N:21]1[CH2:26][CH2:25][N:24]([C:27]2[N:28]=[C:29]([C:36]3[CH:41]=[CH:40][C:39]([O:42][CH2:43][CH2:44][CH2:45][O:46]C4CCCCO4)=[CH:38][CH:37]=3)[CH:30]=[C:31]3[CH:35]=[CH:34][S:33][C:32]=23)[CH2:23][CH2:22]1)[CH3:20].[ClH:53], predict the reaction product. The product is: [ClH:53].[ClH:53].[CH2:19]([N:21]1[CH2:26][CH2:25][N:24]([C:27]2[N:28]=[C:29]([C:36]3[CH:41]=[CH:40][C:39]([O:42][CH2:43][CH2:44][CH2:45][OH:46])=[CH:38][CH:37]=3)[CH:30]=[C:31]3[CH:35]=[CH:34][S:33][C:32]=23)[CH2:23][CH2:22]1)[CH3:20]. (2) The product is: [CH:1]1([C:4]2[NH:8][N:7]=[C:6]([NH:9][C:10]3[C:15]([N+:16]([O-:18])=[O:17])=[C:14]([NH:39][CH2:37][CH2:34][OH:53])[CH:13]=[C:12]([NH:20][C@H:21]([C:23]4[CH:24]=[CH:25][C:26]([F:29])=[CH:27][CH:28]=4)[CH3:22])[CH:11]=3)[CH:5]=2)[CH2:3][CH2:2]1. Given the reactants [CH:1]1([C:4]2[NH:8][N:7]=[C:6]([NH:9][C:10]3[C:15]([N+:16]([O-:18])=[O:17])=[CH:14][C:13](F)=[C:12]([NH:20][C@H:21]([C:23]4[CH:28]=[CH:27][C:26]([F:29])=[CH:25][CH:24]=4)[CH3:22])[CH:11]=3)[CH:5]=2)[CH2:3][CH2:2]1.FC1C=C[C:34]([C@@H:37]([NH2:39])C)=CC=1.CCN(C(C)C)C(C)C.CCCC[OH:53], predict the reaction product. (3) Given the reactants [Si]([O:18][C:19]1[CH:65]=[CH:64][C:22]([O:23][CH2:24][C@@H:25]([OH:63])[CH2:26][NH:27][CH2:28][CH2:29][C:30]2[CH:35]=[CH:34][C:33]([N:36]3[C:40]4=[N:41][CH:42]=[CH:43][CH:44]=[C:39]4[N:38]=[C:37]3[CH2:45][CH2:46][C:47]3[CH:52]=[CH:51][C:50]([NH:53][C:54]([NH:56][CH2:57][CH2:58][CH2:59][CH2:60][CH2:61][CH3:62])=[O:55])=[CH:49][CH:48]=3)=[CH:32][CH:31]=2)=[CH:21][CH:20]=1)(C(C)(C)C)(C1C=CC=CC=1)C1C=CC=CC=1, predict the reaction product. The product is: [CH2:57]([NH:56][C:54]([NH:53][C:50]1[CH:51]=[CH:52][C:47]([CH2:46][CH2:45][C:37]2[N:36]([C:33]3[CH:34]=[CH:35][C:30]([CH2:29][CH2:28][NH:27][CH2:26][C@H:25]([OH:63])[CH2:24][O:23][C:22]4[CH:21]=[CH:20][C:19]([OH:18])=[CH:65][CH:64]=4)=[CH:31][CH:32]=3)[C:40]3=[N:41][CH:42]=[CH:43][CH:44]=[C:39]3[N:38]=2)=[CH:48][CH:49]=1)=[O:55])[CH2:58][CH2:59][CH2:60][CH2:61][CH3:62]. (4) Given the reactants C([O:8][C:9]1[CH:10]=[CH:11][C:12]([C@@H:20]([OH:44])[CH2:21][NH:22][CH2:23][CH2:24][C:25]2[CH:30]=[CH:29][C:28]([O:31][C:32]3[CH:33]=[C:34]([C:38]4[CH:43]=[CH:42][CH:41]=[CH:40][CH:39]=4)[CH:35]=[CH:36][CH:37]=3)=[CH:27][CH:26]=2)=[C:13]2[C:18]=1[NH:17][C:16](=[O:19])[CH:15]=[CH:14]2)C1C=CC=CC=1.C(O)(=O)C, predict the reaction product. The product is: [OH:8][C:9]1[CH:10]=[CH:11][C:12]([C@@H:20]([OH:44])[CH2:21][NH:22][CH2:23][CH2:24][C:25]2[CH:30]=[CH:29][C:28]([O:31][C:32]3[CH:33]=[C:34]([C:38]4[CH:39]=[CH:40][CH:41]=[CH:42][CH:43]=4)[CH:35]=[CH:36][CH:37]=3)=[CH:27][CH:26]=2)=[C:13]2[C:18]=1[NH:17][C:16](=[O:19])[CH:15]=[CH:14]2.